Predict the reaction yield, written as a fraction of the theoretical maximum amount of product (1.0 means a 100% yield; for example, 0.34 means a 34% yield). From a dataset of Reaction yield outcomes from USPTO patents with 853,638 reactions. (1) The reactants are [CH3:1][C@@H:2]1[CH2:6][CH2:5][CH2:4][NH:3]1.C(=O)([O-])[O-].[Cs+].[Cs+].Cl[CH2:14][CH2:15][O:16][C:17]1[CH:22]=[CH:21][C:20]([I:23])=[CH:19][CH:18]=1. The catalyst is C(#N)C. The product is [I:23][C:20]1[CH:21]=[CH:22][C:17]([O:16][CH2:15][CH2:14][N:3]2[CH2:4][CH2:5][CH2:6][C@H:2]2[CH3:1])=[CH:18][CH:19]=1. The yield is 0.780. (2) The reactants are [C:1]([O:5][C:6]([NH:8][C@@H:9]([CH2:15][CH2:16][C:17](=[O:21])[CH:18]=[N+]=[N-])[C:10]([O:12][CH2:13][CH3:14])=[O:11])=[O:7])([CH3:4])([CH3:3])[CH3:2]. The catalyst is C(Cl)Cl. The product is [O:21]=[C:17]1[CH2:18][N:8]([C:6]([O:5][C:1]([CH3:4])([CH3:3])[CH3:2])=[O:7])[C@H:9]([C:10]([O:12][CH2:13][CH3:14])=[O:11])[CH2:15][CH2:16]1. The yield is 0.550. (3) The reactants are [IH:1].Cl[C:3]1[N:8]=[C:7]([CH3:9])[CH:6]=[C:5]([C:10]2[CH:15]=[CH:14][C:13]([C:16]([F:19])([F:18])[F:17])=[CH:12][CH:11]=2)[N:4]=1. The catalyst is C(Cl)Cl. The product is [I:1][C:3]1[N:8]=[C:7]([CH3:9])[CH:6]=[C:5]([C:10]2[CH:15]=[CH:14][C:13]([C:16]([F:19])([F:18])[F:17])=[CH:12][CH:11]=2)[N:4]=1. The yield is 0.857. (4) The catalyst is C1COCC1.C(OCC)(=O)C. The yield is 0.970. The reactants are [CH2:1]([NH:8][C:9]([N:11]1[CH:16]2[C@H:17]([CH3:41])[N:18]([CH2:30][C:31]3[CH:32]=[CH:33][CH:34]=[C:35]4[C:40]=3[N:39]=[CH:38][CH:37]=[CH:36]4)[C:19](=[O:29])[C@H:20]([CH2:21][C:22]3[CH:27]=[CH:26][C:25]([OH:28])=[CH:24][CH:23]=3)[N:15]2[C:14](=[O:42])[CH2:13][N:12]1[CH3:43])=[O:10])[C:2]1[CH:7]=[CH:6][CH:5]=[CH:4][CH:3]=1.[C:44](Cl)(=[O:48])[CH:45]([CH3:47])[CH3:46].C(N(CC)CC)C. The product is [C:44]([O:28][C:25]1[CH:24]=[CH:23][C:22]([CH2:21][C@@H:20]2[N:15]3[CH:16]([N:11]([C:9](=[O:10])[NH:8][CH2:1][C:2]4[CH:3]=[CH:4][CH:5]=[CH:6][CH:7]=4)[N:12]([CH3:43])[CH2:13][C:14]3=[O:42])[C@H:17]([CH3:41])[N:18]([CH2:30][C:31]3[CH:32]=[CH:33][CH:34]=[C:35]4[C:40]=3[N:39]=[CH:38][CH:37]=[CH:36]4)[C:19]2=[O:29])=[CH:27][CH:26]=1)(=[O:48])[CH:45]([CH3:47])[CH3:46]. (5) The reactants are [C:1]([O:5][C:6]([N:8]1[C@@H:13]2[CH2:14][O:15][CH2:16][C@@H:12]2[N:11]2[N:17]=[C:18]([I:23])[C:19]([C:20]([OH:22])=O)=[C:10]2[CH2:9]1)=[O:7])([CH3:4])([CH3:3])[CH3:2].CC[N:26](C(C)C)C(C)C.CN(C(ON1N=NC2C=CC=NC1=2)=[N+](C)C)C.F[P-](F)(F)(F)(F)F.[NH4+].[Cl-]. The catalyst is CN(C=O)C.O. The product is [C:20]([C:19]1[C:18]([I:23])=[N:17][N:11]2[C@H:12]3[CH2:16][O:15][CH2:14][C@H:13]3[N:8]([C:6]([O:5][C:1]([CH3:3])([CH3:4])[CH3:2])=[O:7])[CH2:9][C:10]=12)(=[O:22])[NH2:26]. The yield is 0.740. (6) The reactants are [CH2:1]([C:6]1([C:11]([OH:13])=[O:12])[CH2:10][CH2:9][CH2:8][CH2:7]1)[CH2:2][CH2:3][CH2:4][CH3:5].P(Br)(Br)Br.CO.N1C=CC=C[CH:21]=1.Cl. The catalyst is CCCCCC. The product is [CH2:1]([C:6]1([C:11]([O:13][CH3:21])=[O:12])[CH2:7][CH2:8][CH2:9][CH2:10]1)[CH2:2][CH2:3][CH2:4][CH3:5]. The yield is 0.220. (7) The catalyst is C(OCC)(=O)C.O. The product is [CH3:1][O:2][C:3]1[CH:4]=[C:5]([CH:6]([OH:7])[C:18]#[N:19])[CH:8]=[CH:9][C:10]=1[O:11][CH3:12]. The reactants are [CH3:1][O:2][C:3]1[CH:4]=[C:5]([CH:8]=[CH:9][C:10]=1[O:11][CH3:12])[CH:6]=[O:7].OS([O-])=O.[Na+].[C-:18]#[N:19].[K+]. The yield is 0.650.